Dataset: Catalyst prediction with 721,799 reactions and 888 catalyst types from USPTO. Task: Predict which catalyst facilitates the given reaction. (1) Reactant: [C:1]([O:5][C:6]([NH:8][C:9]1[S:10][C:11]([C:14]([O:16]CC)=[O:15])=[CH:12][N:13]=1)=[O:7])([CH3:4])([CH3:3])[CH3:2].[OH-].[K+].Cl. Product: [C:1]([O:5][C:6]([NH:8][C:9]1[S:10][C:11]([C:14]([OH:16])=[O:15])=[CH:12][N:13]=1)=[O:7])([CH3:4])([CH3:2])[CH3:3]. The catalyst class is: 88. (2) Reactant: [CH3:1][C:2]1[C:3]2[CH:10]=[CH:9][CH:8]=[CH:7][C:4]=2[S:5][CH:6]=1.C1C(=O)N([Br:18])C(=O)C1.N(C(C)(C)C#N)=NC(C)(C)C#N. Product: [Br:18][CH2:1][C:2]1[C:3]2[CH:10]=[CH:9][CH:8]=[CH:7][C:4]=2[S:5][CH:6]=1. The catalyst class is: 53. (3) Reactant: CCCC[N+](CCCC)(CCCC)CCCC.[F-].[NH2:19][C:20]1[CH:25]=[CH:24][C:23]([C:26]2[CH:27]=[C:28]3[C:32](=[CH:33][CH:34]=2)[N:31]([Si](C(C)C)(C(C)C)C(C)C)[CH:30]=[CH:29]3)=[CH:22][C:21]=1[NH:45][C:46](=[O:55])[C:47]1[CH:52]=[CH:51][C:50]([O:53][CH3:54])=[CH:49][CH:48]=1. Product: [NH2:19][C:20]1[CH:25]=[CH:24][C:23]([C:26]2[CH:27]=[C:28]3[C:32](=[CH:33][CH:34]=2)[NH:31][CH:30]=[CH:29]3)=[CH:22][C:21]=1[NH:45][C:46](=[O:55])[C:47]1[CH:52]=[CH:51][C:50]([O:53][CH3:54])=[CH:49][CH:48]=1. The catalyst class is: 1. (4) Reactant: [Br:1][C:2]1[CH:7]=[CH:6][CH:5]=[CH:4][C:3]=1I.C([Mg]Br)(C)C.[CH3:14][Si:15]([CH3:30])([CH3:29])[CH2:16][CH2:17][S:18]([N:21]1[CH2:26][CH2:25][CH2:24][CH:23]([CH:27]=[O:28])[CH2:22]1)(=[O:20])=[O:19]. Product: [Br:1][C:2]1[CH:7]=[CH:6][CH:5]=[CH:4][C:3]=1[CH:27]([CH:23]1[CH2:24][CH2:25][CH2:26][N:21]([S:18]([CH2:17][CH2:16][Si:15]([CH3:30])([CH3:29])[CH3:14])(=[O:19])=[O:20])[CH2:22]1)[OH:28]. The catalyst class is: 1. (5) Reactant: [Cl:1][C:2]1[C:7]([C:8]([O:10][CH2:11][CH3:12])=[O:9])=[C:6]([F:13])[C:5]([CH:14]=[N:15]O)=[CH:4][CH:3]=1.Cl.CCO. Product: [NH2:15][CH2:14][C:5]1[C:6]([F:13])=[C:7]([C:2]([Cl:1])=[CH:3][CH:4]=1)[C:8]([O:10][CH2:11][CH3:12])=[O:9]. The catalyst class is: 284. (6) The catalyst class is: 4. Product: [CH2:1]([O:8][C@@H:9]1[CH2:14][CH2:13][CH2:12][C@H:11]([O:15][C:16]2[C:21]([F:22])=[CH:20][C:19]([S:23]([NH:26][C:27]3[CH:32]=[CH:31][N:30]=[CH:29][N:28]=3)(=[O:24])=[O:25])=[C:18]([F:44])[CH:17]=2)[C@H:10]1[C:45]1[N:49]([CH3:50])[N:48]=[CH:47][CH:46]=1)[C:2]1[CH:7]=[CH:6][CH:5]=[CH:4][CH:3]=1. Reactant: [CH2:1]([O:8][C@@H:9]1[CH2:14][CH2:13][CH2:12][C@H:11]([O:15][C:16]2[C:21]([F:22])=[CH:20][C:19]([S:23]([N:26](CC3C=CC(OC)=CC=3OC)[C:27]3[CH:32]=[CH:31][N:30]=[CH:29][N:28]=3)(=[O:25])=[O:24])=[C:18]([F:44])[CH:17]=2)[C@H:10]1[C:45]1[N:49]([CH3:50])[N:48]=[CH:47][CH:46]=1)[C:2]1[CH:7]=[CH:6][CH:5]=[CH:4][CH:3]=1.C([SiH](CC)CC)C.FC(F)(F)C(O)=O.